This data is from Forward reaction prediction with 1.9M reactions from USPTO patents (1976-2016). The task is: Predict the product of the given reaction. (1) Given the reactants [C-:1]#[N:2].[K+].[Cl:4][C:5]1[C:10]([CH2:11]Cl)=[CH:9][CH:8]=[CH:7][N:6]=1, predict the reaction product. The product is: [Cl:4][C:5]1[C:10]([CH2:11][C:1]#[N:2])=[CH:9][CH:8]=[CH:7][N:6]=1. (2) Given the reactants [F:1][C:2]([F:42])([F:41])[C:3]1[CH:4]=[C:5]([CH:34]=[C:35]([C:37]([F:40])([F:39])[F:38])[CH:36]=1)[CH2:6][N:7]([CH2:15][C:16]1[CH:21]=[C:20]([C:22]([F:25])([F:24])[F:23])[CH:19]=[CH:18][C:17]=1[N:26]([CH2:30][CH:31]1[CH2:33][CH2:32]1)[CH2:27][CH2:28][CH3:29])[C:8]1[N:13]=[CH:12][C:11]([OH:14])=[CH:10][N:9]=1.Br[CH2:44][CH2:45][CH2:46][C:47]([O:49][CH2:50][CH3:51])=[O:48].C(=O)([O-])[O-].[K+].[K+].C(OCC)(=O)C, predict the reaction product. The product is: [F:42][C:2]([F:1])([F:41])[C:3]1[CH:4]=[C:5]([CH:34]=[C:35]([C:37]([F:38])([F:39])[F:40])[CH:36]=1)[CH2:6][N:7]([CH2:15][C:16]1[CH:21]=[C:20]([C:22]([F:25])([F:24])[F:23])[CH:19]=[CH:18][C:17]=1[N:26]([CH2:30][CH:31]1[CH2:33][CH2:32]1)[CH2:27][CH2:28][CH3:29])[C:8]1[N:9]=[CH:10][C:11]([O:14][CH2:44][CH2:45][CH2:46][C:47]([O:49][CH2:50][CH3:51])=[O:48])=[CH:12][N:13]=1. (3) Given the reactants [CH3:1][O:2][C:3]([C:5]1[C:13]2[N:12]=[C:11]([NH2:14])[NH:10][C:9]=2[CH:8]=[CH:7][CH:6]=1)=[O:4].[CH2:15](Br)[C:16]1[CH:21]=[CH:20][CH:19]=[CH:18][CH:17]=1, predict the reaction product. The product is: [CH3:1][O:2][C:3]([C:5]1[C:13]2[N:12]=[C:11]([NH2:14])[N:10]([CH2:15][C:16]3[CH:21]=[CH:20][CH:19]=[CH:18][CH:17]=3)[C:9]=2[CH:8]=[CH:7][CH:6]=1)=[O:4]. (4) Given the reactants [Cl:1][CH2:2][CH:3]=O.[NH2:5][C:6]1[CH:7]=[N:8][C:9](Cl)=[CH:10]C=1.[CH2:13](O)C, predict the reaction product. The product is: [Cl:1][C:2]1[CH:3]=[CH:10][C:9]2[N:5]([CH:6]=[CH:7][N:8]=2)[CH:13]=1. (5) Given the reactants [NH2:1][C:2]1[N:6]([C:7]2[CH:12]=[CH:11][CH:10]=[CH:9][CH:8]=2)[N:5]=[C:4]([C:13]([OH:15])=O)[C:3]=1[CH3:16].CCN(C(C)C)C(C)C.C(Cl)(=O)OCC(C)C.[C:34]([NH:37][NH2:38])(=[O:36])[CH3:35], predict the reaction product. The product is: [C:34]([NH:37][NH:38][C:13]([C:4]1[C:3]([CH3:16])=[C:2]([NH2:1])[N:6]([C:7]2[CH:8]=[CH:9][CH:10]=[CH:11][CH:12]=2)[N:5]=1)=[O:15])(=[O:36])[CH3:35]. (6) Given the reactants [CH:1]([C:4]1[NH:5][C:6]2[C:11]([C:12]=1[CH2:13][C:14]([OH:16])=[O:15])=[C:10]([N+:17]([O-:19])=[O:18])[CH:9]=[CH:8][CH:7]=2)([CH3:3])[CH3:2].OS(O)(=O)=O.[CH3:25][CH2:26]O, predict the reaction product. The product is: [CH:1]([C:4]1[NH:5][C:6]2[C:11]([C:12]=1[CH2:13][C:14]([O:16][CH2:25][CH3:26])=[O:15])=[C:10]([N+:17]([O-:19])=[O:18])[CH:9]=[CH:8][CH:7]=2)([CH3:3])[CH3:2]. (7) Given the reactants [F:1][C:2]1[CH:3]=[C:4]([N:25]2[CH2:29][C@H:28]([CH2:30][NH:31][C:32](=[O:34])[CH3:33])[O:27][C:26]2=[O:35])[CH:5]=[CH:6][C:7]=1[N:8]1[CH2:13][CH2:12][CH:11]([N:14]2[N:18]=[N:17][C:16]([N:19]3[CH2:24][CH2:23][NH:22][CH2:21][CH2:20]3)=[N:15]2)[CH2:10][CH2:9]1.[C:36](OC(=O)C)(=[O:38])[CH3:37].C(N(CC)CC)C, predict the reaction product. The product is: [C:36]([N:22]1[CH2:21][CH2:20][N:19]([C:16]2[N:17]=[N:18][N:14]([CH:11]3[CH2:12][CH2:13][N:8]([C:7]4[CH:6]=[CH:5][C:4]([N:25]5[CH2:29][C@H:28]([CH2:30][NH:31][C:32](=[O:34])[CH3:33])[O:27][C:26]5=[O:35])=[CH:3][C:2]=4[F:1])[CH2:9][CH2:10]3)[N:15]=2)[CH2:24][CH2:23]1)(=[O:38])[CH3:37].